From a dataset of Full USPTO retrosynthesis dataset with 1.9M reactions from patents (1976-2016). Predict the reactants needed to synthesize the given product. (1) Given the product [CH2:8]([C:13]1[CH:14]=[C:15]2[C:19](=[CH:20][CH:21]=1)[NH:18][C:17](=[O:22])[CH2:16]2)[CH2:9][CH2:10][CH3:11], predict the reactants needed to synthesize it. The reactants are: C([SiH](CC)CC)C.[C:8]([C:13]1[CH:14]=[C:15]2[C:19](=[CH:20][CH:21]=1)[NH:18][C:17](=[O:22])[CH2:16]2)(=O)[CH2:9][CH2:10][CH3:11]. (2) Given the product [Cl:17][C:18]1[C:19]([Cl:31])=[C:20]([Cl:30])[C:21]([Cl:29])=[C:22]([C:27]([C:3]2[CH:4]=[C:5]3[C:10]4=[C:11]([CH2:12][CH2:13][CH2:14][CH2:15][N:9]4[CH2:8][CH2:7][CH2:6]3)[C:2]=2[OH:1])=[O:28])[C:23]=1[C:24]([OH:26])=[O:25], predict the reactants needed to synthesize it. The reactants are: [OH:1][C:2]1[C:11]2[CH2:12][CH2:13][CH2:14][CH2:15][N:9]3[C:10]=2[C:5]([C:6](=O)[CH2:7][CH2:8]3)=[CH:4][CH:3]=1.[Cl:17][C:18]1[C:19]([Cl:31])=[C:20]([Cl:30])[C:21]([Cl:29])=[C:22]2[C:27](=[O:28])[O:26][C:24](=[O:25])[C:23]=12. (3) Given the product [CH:12]([C:8]1[C:7]2[O:15][CH2:2][C:3](=[O:4])[NH:5][C:6]=2[CH:11]=[CH:10][CH:9]=1)([CH3:14])[CH3:13], predict the reactants needed to synthesize it. The reactants are: Br[CH2:2][C:3]([NH:5][C:6]1[CH:11]=[CH:10][CH:9]=[C:8]([CH:12]([CH3:14])[CH3:13])[C:7]=1[OH:15])=[O:4].C(=O)([O-])[O-].[K+].[K+].O.Cl. (4) Given the product [CH3:1][O:2][C:3]1[N:8]=[CH:7][C:6]([C:9]2[CH:13]=[C:12]([NH:14][CH2:15][C:16]3[CH:25]=[CH:24][C:19]([C:20]([OH:22])=[O:21])=[CH:18][CH:17]=3)[NH:11][N:10]=2)=[CH:5][CH:4]=1, predict the reactants needed to synthesize it. The reactants are: [CH3:1][O:2][C:3]1[N:8]=[CH:7][C:6]([C:9]2[CH:13]=[C:12]([NH:14][CH2:15][C:16]3[CH:25]=[CH:24][C:19]([C:20]([O:22]C)=[O:21])=[CH:18][CH:17]=3)[NH:11][N:10]=2)=[CH:5][CH:4]=1.[OH-].[K+].C1COCC1.Cl. (5) Given the product [N+:1]([C:4]1[CH:5]=[C:6]([CH:22]=[CH:23][CH:24]=1)[CH2:7][N:8]1[CH2:9][CH2:10][CH:11]([NH2:14])[CH2:12][CH2:13]1)([O-:3])=[O:2], predict the reactants needed to synthesize it. The reactants are: [N+:1]([C:4]1[CH:5]=[C:6]([CH:22]=[CH:23][CH:24]=1)[CH2:7][N:8]1[CH2:13][CH2:12][CH:11]([NH:14]C(=O)OC(C)(C)C)[CH2:10][CH2:9]1)([O-:3])=[O:2].